This data is from Peptide-MHC class II binding affinity with 134,281 pairs from IEDB. The task is: Regression. Given a peptide amino acid sequence and an MHC pseudo amino acid sequence, predict their binding affinity value. This is MHC class II binding data. (1) The peptide sequence is AYGSFVRTVSLPVGA. The MHC is DRB1_0802 with pseudo-sequence DRB1_0802. The binding affinity (normalized) is 0.483. (2) The peptide sequence is AAQFPFNASDSVGQQ. The MHC is DRB4_0101 with pseudo-sequence DRB4_0103. The binding affinity (normalized) is 0.573. (3) The peptide sequence is MTETLLVQNANPDCKSIL. The MHC is DRB5_0101 with pseudo-sequence DRB5_0101. The binding affinity (normalized) is 0.277.